From a dataset of Experimentally validated miRNA-target interactions with 360,000+ pairs, plus equal number of negative samples. Binary Classification. Given a miRNA mature sequence and a target amino acid sequence, predict their likelihood of interaction. (1) The miRNA is hsa-miR-4330 with sequence CCUCAGAUCAGAGCCUUGC. The protein sequence of the target gene is MSRSRHLGKIRKRLEDVKSQWVRPARADFSDNESARLATDALLDGGSEAYWRVLSQEGEVDFLSSVEAQYIQAQAREPPCPPDTLGGAEAGPKGLDSSSLQSGTYFPVASEGSEPALLHSWASAEKPYLKEKSSATVYFQTVKHNNIRDLVRRCITRTSQVLVILMDVFTDVEIFCDILEAANKRGVFVCVLLDQGGVKLFQEMCDKVQISDSHLKNISIRSVEGEIYCAKSGRKFAGQIREKFIISDWRFVLSGSYSFTWLCGHVHRNILSKFTGQAVELFDEEFRHLYASSKPVMGLK.... Result: 0 (no interaction). (2) Result: 1 (interaction). The protein sequence of the target gene is MEVLESGEQGVLQWDRKLSELSEPGDGEALMYHTHFSELLDEFSQNVLGQLLNDPFLSEKSVSMEVEPSPTSPAPLIQAEHSYSLCEEPRAQSPFTHITTSDSFNDDEVESEKWYLSTDFPSTSIKTEPVTDEPPPGLVPSVTLTITAISTPLEKEEPPLEMNTGVDSSCQTIIPKIKLEPHEVDQFLNFSPKEAPVDHLHLPPTPPSSHGSDSEGSLSPNPRLHPFSLPQTHSPSRAAPRAPSALSSSPLLTAPHKLQGSGPLVLTEEEKRTLIAEGYPIPTKLPLSKSEEKALKKIRR.... The miRNA is hsa-miR-3127-5p with sequence AUCAGGGCUUGUGGAAUGGGAAG. (3) The miRNA is hsa-miR-4722-3p with sequence ACCUGCCAGCACCUCCCUGCAG. The protein sequence of the target gene is MASLQRSRVLRCCSCRLFQAHQVKKSVKWTCKACGEKQSFLQAYGEGSGADCRRHVQKLNLLQGQVSELPLRSLEETVSASEEENVGHQQAGNVKQQEKSQPSESRWLKYLEKDSQELELEGTGVCFSKQPSSKMEEPGPRFSQDLPRKRKWSRSTVQPPCSRGVQDSGGSEVAWGPQKGQAGLTWKVKQGSSPCLQENSADCSAGELRGPGKELWSPIQQVTATSSKWAQFVLPPRKSSHVDSEQPRSLQRDPRPAGPAQAKQGTPRAQASREGLSRPTAAVQLPRATHPVTSGSERPC.... Result: 1 (interaction).